Dataset: Full USPTO retrosynthesis dataset with 1.9M reactions from patents (1976-2016). Task: Predict the reactants needed to synthesize the given product. (1) Given the product [CH:1]1([N:5]2[CH2:6][CH2:7][CH:8]([O:11][C:12]3[CH:17]=[CH:16][C:15]([N:18]4[CH:22]=[C:21]([C:23]#[N:25])[CH:20]=[N:19]4)=[CH:14][CH:13]=3)[CH2:9][CH2:10]2)[CH2:4][CH2:3][CH2:2][CH2:30]1, predict the reactants needed to synthesize it. The reactants are: [CH:1]1([N:5]2[CH2:10][CH2:9][CH:8]([O:11][C:12]3[CH:17]=[CH:16][C:15]([N:18]4[CH:22]=[C:21]([C:23]([NH2:25])=O)[CH:20]=[N:19]4)=[CH:14][CH:13]=3)[CH2:7][CH2:6]2)[CH2:4][CH2:3][CH2:2]1.S(Cl)(Cl)=O.[CH3:30]N(C)C=O. (2) Given the product [NH2:1][C:2]1[N:7]=[C:6]([N:8]2[CH2:9][CH2:10][C:11]3([CH2:15][N:14]([C:16]([O:18][C:19]([CH3:20])([CH3:21])[CH3:22])=[O:17])[C@H:13]([C:23]([O:25][CH2:26][CH3:27])=[O:24])[CH2:12]3)[CH2:28][CH2:29]2)[CH:5]=[C:4]([O:30][C@H:31]([C:36]2[CH:41]=[CH:40][C:39]([CH2:42][CH2:43][CH3:44])=[CH:38][C:37]=2[C:45]2[CH:50]=[CH:49][CH:48]=[C:47]([S:51]([CH3:54])(=[O:53])=[O:52])[CH:46]=2)[C:32]([F:35])([F:33])[F:34])[N:3]=1, predict the reactants needed to synthesize it. The reactants are: [NH2:1][C:2]1[N:7]=[C:6]([N:8]2[CH2:29][CH2:28][C:11]3([CH2:15][N:14]([C:16]([O:18][C:19]([CH3:22])([CH3:21])[CH3:20])=[O:17])[C@H:13]([C:23]([O:25][CH2:26][CH3:27])=[O:24])[CH2:12]3)[CH2:10][CH2:9]2)[CH:5]=[C:4]([O:30][C@H:31]([C:36]2[CH:41]=[CH:40][C:39](/[CH:42]=[CH:43]/[CH3:44])=[CH:38][C:37]=2[C:45]2[CH:50]=[CH:49][CH:48]=[C:47]([S:51]([CH3:54])(=[O:53])=[O:52])[CH:46]=2)[C:32]([F:35])([F:34])[F:33])[N:3]=1. (3) Given the product [Cl:10][C:6]1[CH:5]=[C:4]([N+:11]([O-:13])=[O:12])[C:3]([O:2][CH3:1])=[CH:8][C:7]=1[N:29]1[CH2:30][CH2:31][CH:26]([N:20]2[CH2:25][CH2:24][CH2:23][CH2:22][CH2:21]2)[CH2:27][CH2:28]1, predict the reactants needed to synthesize it. The reactants are: [CH3:1][O:2][C:3]1[CH:8]=[C:7](F)[C:6]([Cl:10])=[CH:5][C:4]=1[N+:11]([O-:13])=[O:12].C([O-])([O-])=O.[K+].[K+].[N:20]1([CH:26]2[CH2:31][CH2:30][NH:29][CH2:28][CH2:27]2)[CH2:25][CH2:24][CH2:23][CH2:22][CH2:21]1.O.